This data is from Forward reaction prediction with 1.9M reactions from USPTO patents (1976-2016). The task is: Predict the product of the given reaction. Given the reactants [Cl:1][C:2]1[CH:11]=[C:10]2[C:5]([CH:6]=[C:7]([CH3:12])[N:8]=[CH:9]2)=[C:4]([N+:13]([O-])=O)[CH:3]=1.[H][H], predict the reaction product. The product is: [Cl:1][C:2]1[CH:3]=[C:4]([NH2:13])[C:5]2[CH:6]=[C:7]([CH3:12])[N:8]=[CH:9][C:10]=2[CH:11]=1.